Dataset: Full USPTO retrosynthesis dataset with 1.9M reactions from patents (1976-2016). Task: Predict the reactants needed to synthesize the given product. Given the product [ClH:21].[CH2:1]([S:3]([N:6]1[CH2:7][CH2:8][CH:9]([CH2:12][NH2:13])[CH2:10][CH2:11]1)(=[O:4])=[O:5])[CH3:2], predict the reactants needed to synthesize it. The reactants are: [CH2:1]([S:3]([N:6]1[CH2:11][CH2:10][CH:9]([CH2:12][NH:13]C(=O)OC(C)(C)C)[CH2:8][CH2:7]1)(=[O:5])=[O:4])[CH3:2].[ClH:21].O1CCOCC1.